Dataset: Full USPTO retrosynthesis dataset with 1.9M reactions from patents (1976-2016). Task: Predict the reactants needed to synthesize the given product. (1) Given the product [F:1][C:2]1[CH:7]=[CH:6][C:5]([CH2:8][C:9]([N:15]([O:14][CH3:13])[CH3:16])=[O:11])=[CH:4][CH:3]=1, predict the reactants needed to synthesize it. The reactants are: [F:1][C:2]1[CH:7]=[CH:6][C:5]([CH2:8][C:9]([OH:11])=O)=[CH:4][CH:3]=1.Cl.[CH3:13][O:14][NH:15][CH3:16].Cl.C(N=C=NCCCN(C)C)C.CCN(C(C)C)C(C)C. (2) Given the product [CH:12]12[N:7]([C:5]3[S:6][C:2]([C:32]4[CH:33]=[CH:34][C:29]([S:26]([NH2:25])(=[O:28])=[O:27])=[CH:30][CH:31]=4)=[C:3]([C:15]4[CH:20]=[CH:19][C:18]([Cl:21])=[CH:17][CH:16]=4)[N:4]=3)[CH:8]([CH2:14][CH2:13]1)[CH2:9][O:10][CH2:11]2, predict the reactants needed to synthesize it. The reactants are: Br[C:2]1[S:6][C:5]([N:7]2[CH:12]3[CH2:13][CH2:14][CH:8]2[CH2:9][O:10][CH2:11]3)=[N:4][C:3]=1[C:15]1[CH:20]=[CH:19][C:18]([Cl:21])=[CH:17][CH:16]=1.C(O)C.[NH2:25][S:26]([C:29]1[CH:34]=[CH:33][C:32](B(O)O)=[CH:31][CH:30]=1)(=[O:28])=[O:27].C(=O)([O-])[O-].[K+].[K+]. (3) The reactants are: [CH2:1]([N:8]1[CH:13]=[CH:12][C:11]([O:14]C)=[CH:10][C:9]1=[O:16])[C:2]1[CH:7]=[CH:6][CH:5]=[CH:4][CH:3]=1.Br. Given the product [CH2:1]([N:8]1[CH:13]=[CH:12][C:11]([OH:14])=[CH:10][C:9]1=[O:16])[C:2]1[CH:3]=[CH:4][CH:5]=[CH:6][CH:7]=1, predict the reactants needed to synthesize it. (4) The reactants are: [CH3:1][C:2]1([CH3:16])[C:6]([CH3:8])([CH3:7])[O:5][B:4](C2C=C(O)C=CC=2)[O:3]1.Br[C:18]1[CH:19]=[C:20]2[C:26]([NH:27][C:28]([C:30]3[CH:31]=[N:32][N:33]([CH2:35][C:36]4[CH:41]=[CH:40][CH:39]=[CH:38][CH:37]=4)[CH:34]=3)=[O:29])=[CH:25][N:24]([S:42]([C:45]3[CH:50]=[CH:49][C:48]([CH3:51])=[CH:47][CH:46]=3)(=[O:44])=[O:43])[C:21]2=[N:22][CH:23]=1.C([O-])([O-])=O.[K+].[K+]. Given the product [CH3:1][C:2]1([CH3:16])[C:6]([CH3:8])([CH3:7])[O:5][B:4]([C:18]2[CH:19]=[C:20]3[C:26]([NH:27][C:28]([C:30]4[CH:31]=[N:32][N:33]([CH2:35][C:36]5[CH:41]=[CH:40][CH:39]=[CH:38][CH:37]=5)[CH:34]=4)=[O:29])=[CH:25][N:24]([S:42]([C:45]4[CH:50]=[CH:49][C:48]([CH3:51])=[CH:47][CH:46]=4)(=[O:44])=[O:43])[C:21]3=[N:22][CH:23]=2)[O:3]1, predict the reactants needed to synthesize it.